Dataset: Full USPTO retrosynthesis dataset with 1.9M reactions from patents (1976-2016). Task: Predict the reactants needed to synthesize the given product. (1) Given the product [Br:6][C:7]1[C:12]([CH3:13])=[CH:11][C:10]([O:14][CH2:1][C:2]([CH3:5])([OH:3])[CH3:4])=[CH:9][C:8]=1[CH3:15], predict the reactants needed to synthesize it. The reactants are: [CH3:1][C:2]1([CH3:5])[CH2:4][O:3]1.[Br:6][C:7]1[C:12]([CH3:13])=[CH:11][C:10]([OH:14])=[CH:9][C:8]=1[CH3:15]. (2) Given the product [Cl:35][C:32]1[CH:31]=[CH:30][C:29]([C:26]2[O:27][CH:28]=[C:24]([CH2:23][O:22][C:4]3[N:3]=[C:2]([N:37]([CH3:38])[CH2:39][C:40]([O:42][CH3:43])=[O:41])[C:7]([C:8]#[N:9])=[C:6]([C:10]4[CH:11]=[CH:12][C:13]([O:16][CH2:17][CH2:18][OH:19])=[CH:14][CH:15]=4)[C:5]=3[C:20]#[N:21])[N:25]=2)=[CH:34][CH:33]=1, predict the reactants needed to synthesize it. The reactants are: Cl[C:2]1[C:7]([C:8]#[N:9])=[C:6]([C:10]2[CH:15]=[CH:14][C:13]([O:16][CH2:17][CH2:18][OH:19])=[CH:12][CH:11]=2)[C:5]([C:20]#[N:21])=[C:4]([O:22][CH2:23][C:24]2[N:25]=[C:26]([C:29]3[CH:34]=[CH:33][C:32]([Cl:35])=[CH:31][CH:30]=3)[O:27][CH:28]=2)[N:3]=1.Cl.[NH:37]([CH2:39][C:40]([O:42][CH3:43])=[O:41])[CH3:38].C(N(CC)CC)C. (3) Given the product [C:1]([O:5][C:6](=[O:27])[NH:7][CH2:8][C:9]1[CH:14]=[C:13]([O:15][C:16]2[CH:17]=[CH:18][C:19]([O:22][CH3:23])=[CH:20][CH:21]=2)[CH:12]=[CH:11][C:10]=1[NH2:24])([CH3:4])([CH3:2])[CH3:3], predict the reactants needed to synthesize it. The reactants are: [C:1]([O:5][C:6](=[O:27])[NH:7][CH2:8][C:9]1[CH:14]=[C:13]([O:15][C:16]2[CH:21]=[CH:20][C:19]([O:22][CH3:23])=[CH:18][CH:17]=2)[CH:12]=[CH:11][C:10]=1[N+:24]([O-])=O)([CH3:4])([CH3:3])[CH3:2].[Cl-].[NH4+].C(O)C. (4) Given the product [CH2:13]([O:10][C:8]1[CH:7]=[CH:6][C:3]([CH:4]=[O:5])=[C:2]([OH:1])[CH:9]=1)[C:14]1[CH:19]=[CH:18][CH:17]=[CH:16][CH:15]=1, predict the reactants needed to synthesize it. The reactants are: [OH:1][C:2]1[CH:9]=[C:8]([OH:10])[CH:7]=[CH:6][C:3]=1[CH:4]=[O:5].[F-].[K+].[CH2:13](Cl)[C:14]1[CH:19]=[CH:18][CH:17]=[CH:16][CH:15]=1. (5) Given the product [CH2:6]([O:8][C:9](=[O:18])[C:10](=[O:17])[CH:11]([CH3:16])[C:12](=[N:4][OH:1])[CH2:13][CH3:14])[CH3:7], predict the reactants needed to synthesize it. The reactants are: [OH-:1].[Na+].Cl.[NH2:4]O.[CH2:6]([O:8][C:9](=[O:18])[C:10](=[O:17])[CH:11]([CH3:16])[C:12](=O)[CH2:13][CH3:14])[CH3:7]. (6) Given the product [CH3:19][N:3]1[C:4]([C:12]2[CH:17]=[CH:16][CH:15]=[CH:14][CH:13]=2)=[CH:5][C:6]([C:7]([O:9][CH2:10][CH3:11])=[O:8])=[C:2]1[CH3:1], predict the reactants needed to synthesize it. The reactants are: [CH3:1][C:2]1[NH:3][C:4]([C:12]2[CH:17]=[CH:16][CH:15]=[CH:14][CH:13]=2)=[CH:5][C:6]=1[C:7]([O:9][CH2:10][CH3:11])=[O:8].I[CH3:19].[H-].[Na+].O. (7) Given the product [ClH:41].[F:1][C:2]1[CH:15]=[C:14]([C:16]2[N:21]=[C:20]3[N:22]([CH2:25][C:26]4[CH:27]=[C:28]5[C:33](=[CH:34][CH:35]=4)[N:32]=[CH:31][CH:30]=[CH:29]5)[N:23]=[N:24][C:19]3=[CH:18][CH:17]=2)[CH:13]=[CH:12][C:3]=1[C:4]([NH:6][C:7]1[N:11]=[CH:10][NH:9][N:8]=1)=[O:5], predict the reactants needed to synthesize it. The reactants are: [F:1][C:2]1[CH:15]=[C:14]([C:16]2[N:21]=[C:20]3[N:22]([CH2:25][C:26]4[CH:27]=[C:28]5[C:33](=[CH:34][CH:35]=4)[N:32]=[CH:31][CH:30]=[CH:29]5)[N:23]=[N:24][C:19]3=[CH:18][CH:17]=2)[CH:13]=[CH:12][C:3]=1[C:4]([NH:6][C:7]1[N:11]=[CH:10][NH:9][N:8]=1)=[O:5].CCOCC.[ClH:41]. (8) Given the product [NH2:1][C:2]1[C:11]2[C:6](=[CH:7][CH:8]=[CH:9][C:10]=2[O:12][CH2:13][C:14]([CH3:18])([CH3:19])[C:15]([NH:30][CH2:26][CH2:27][CH2:28][CH3:29])=[O:17])[N:5]=[C:4]([CH3:20])[C:3]=1[C:21]([O:23][CH2:24][CH3:25])=[O:22], predict the reactants needed to synthesize it. The reactants are: [NH2:1][C:2]1[C:11]2[C:6](=[CH:7][CH:8]=[CH:9][C:10]=2[O:12][CH2:13][C:14]([CH3:19])([CH3:18])[C:15]([OH:17])=O)[N:5]=[C:4]([CH3:20])[C:3]=1[C:21]([O:23][CH2:24][CH3:25])=[O:22].[CH2:26]([NH2:30])[CH2:27][CH2:28][CH3:29]. (9) Given the product [F:1][C:2]1[CH:3]=[CH:4][C:5]([N:8]2[C:16]3[C:11](=[CH:12][C:13]([O:17][C@H:18]([C:22]4[CH:27]=[CH:26][CH:25]=[C:24]([O:28][CH3:29])[CH:23]=4)[C@@H:19]([NH:21][C:39]([C:31]4[S:30][C:34]5[CH:35]=[CH:36][CH:37]=[CH:38][C:33]=5[N:32]=4)=[O:40])[CH3:20])=[CH:14][CH:15]=3)[CH:10]=[N:9]2)=[CH:6][CH:7]=1, predict the reactants needed to synthesize it. The reactants are: [F:1][C:2]1[CH:7]=[CH:6][C:5]([N:8]2[C:16]3[C:11](=[CH:12][C:13]([O:17][C@H:18]([C:22]4[CH:27]=[CH:26][CH:25]=[C:24]([O:28][CH3:29])[CH:23]=4)[C@@H:19]([NH2:21])[CH3:20])=[CH:14][CH:15]=3)[CH:10]=[N:9]2)=[CH:4][CH:3]=1.[S:30]1[C:34]2[CH:35]=[CH:36][CH:37]=[CH:38][C:33]=2[N:32]=[C:31]1[C:39](O)=[O:40]. (10) Given the product [NH4+:7].[OH-:16].[CH3:23][N:12]([CH2:11][C:9]1[N:10]=[C:6]2[CH:5]=[CH:4][CH:3]=[C:2]([N:25]([CH3:24])[CH:26]3[CH2:27][CH2:28][N:29]([CH3:31])[CH2:30]3)[N:7]2[CH:8]=1)[CH:13]1[C:18]2=[N:19][CH:20]=[CH:21][CH:22]=[C:17]2[O:16][CH2:15][CH2:14]1, predict the reactants needed to synthesize it. The reactants are: F[C:2]1[N:7]2[CH:8]=[C:9]([CH2:11][N:12]([CH3:23])[C@@H:13]3[C:18]4=[N:19][CH:20]=[CH:21][CH:22]=[C:17]4[O:16][CH2:15][CH2:14]3)[N:10]=[C:6]2[CH:5]=[CH:4][CH:3]=1.[CH3:24][NH:25][CH:26]1[CH2:30][N:29]([CH3:31])[CH2:28][CH2:27]1.